From a dataset of Full USPTO retrosynthesis dataset with 1.9M reactions from patents (1976-2016). Predict the reactants needed to synthesize the given product. (1) Given the product [CH3:35][N:36]([CH3:37])[C:2]1[N:7]=[CH:6][C:5]([C:8]([NH:10][CH:11]2[CH2:16][CH2:15][C:14](=[CH:17][C:18]3[CH:23]=[CH:22][CH:21]=[C:20]([O:24][C:25]4[CH:30]=[CH:29][C:28]([C:31]([F:34])([F:33])[F:32])=[CH:27][N:26]=4)[CH:19]=3)[CH2:13][CH2:12]2)=[O:9])=[CH:4][CH:3]=1, predict the reactants needed to synthesize it. The reactants are: Cl[C:2]1[N:7]=[CH:6][C:5]([C:8]([NH:10][CH:11]2[CH2:16][CH2:15][C:14](=[CH:17][C:18]3[CH:23]=[CH:22][CH:21]=[C:20]([O:24][C:25]4[CH:30]=[CH:29][C:28]([C:31]([F:34])([F:33])[F:32])=[CH:27][N:26]=4)[CH:19]=3)[CH2:13][CH2:12]2)=[O:9])=[CH:4][CH:3]=1.[CH3:35][NH:36][CH3:37]. (2) Given the product [CH3:18][C:6]1[N:5]=[C:4]2[S:19][C:20]3[CH2:25][CH2:24][CH2:23][CH2:22][C:21]=3[C:3]2=[C:2]([C:35]2[C:36]([CH3:43])=[C:37]3[C:42](=[C:33]([F:32])[CH:34]=2)[O:41][CH2:40][CH2:39][CH2:38]3)[C:7]=1[CH:8]([O:13][C:14]([CH3:17])([CH3:16])[CH3:15])[C:9]([O:11][CH3:12])=[O:10], predict the reactants needed to synthesize it. The reactants are: I[C:2]1[C:7]([CH:8]([O:13][C:14]([CH3:17])([CH3:16])[CH3:15])[C:9]([O:11][CH3:12])=[O:10])=[C:6]([CH3:18])[N:5]=[C:4]2[S:19][C:20]3[CH2:25][CH2:24][CH2:23][CH2:22][C:21]=3[C:3]=12.C(=O)([O-])[O-].[K+].[K+].[F:32][C:33]1[CH:34]=[C:35](B2OC(C)(C)C(C)(C)O2)[C:36]([CH3:43])=[C:37]2[C:42]=1[O:41][CH2:40][CH2:39][CH2:38]2.C(OCC)(=O)C. (3) Given the product [ClH:24].[F:1][C:2]1[CH:3]=[CH:4][C:5]([CH2:6][NH:7][C:8]2[N:13]=[C:12]([NH:14][CH2:15][C:16]#[CH:17])[N:11]=[C:10]([N:18]([CH3:21])[O:19][CH3:20])[N:9]=2)=[CH:22][CH:23]=1, predict the reactants needed to synthesize it. The reactants are: [F:1][C:2]1[CH:23]=[CH:22][C:5]([CH2:6][NH:7][C:8]2[N:13]=[C:12]([NH:14][CH2:15][C:16]#[CH:17])[N:11]=[C:10]([N:18]([CH3:21])[O:19][CH3:20])[N:9]=2)=[CH:4][CH:3]=1.[ClH:24].C(OCC)C. (4) Given the product [OH2:4].[S:25]([O-:29])([O-:28])(=[O:27])=[O:26].[Ca+2:8].[Ca+2:8].[S:31]([O-:35])([O-:34])(=[O:33])=[O:32], predict the reactants needed to synthesize it. The reactants are: O.O.S([O-])([O-])(=O)=[O:4].[Ca+2:8].C([O-])(=O)CC(CC([O-])=O)(C([O-])=O)O.[Na+].[Na+].[Na+].[S:25]([O-:29])([O-:28])(=[O:27])=[O:26].[Al+3].[S:31]([O-:35])([O-:34])(=[O:33])=[O:32].S([O-])([O-])(=O)=O.[Al+3].S([O-])([O-])(=O)=O.[Ca+2].